From a dataset of Reaction yield outcomes from USPTO patents with 853,638 reactions. Predict the reaction yield, written as a fraction of the theoretical maximum amount of product (1.0 means a 100% yield; for example, 0.34 means a 34% yield). The reactants are Br[C:2]1[S:6][C:5]([C:7]2[N:11]([CH3:12])[N:10]=[CH:9][N:8]=2)=[N:4][CH:3]=1.[CH3:13][C:14]1[CH:30]=[C:17]2[N:18]=[C:19]([CH3:29])[CH:20]=[C:21]([CH:22]([CH2:26][CH2:27][CH3:28])[CH2:23][CH2:24][CH3:25])[N:16]2[N:15]=1.C([O-])(=O)C.[K+].O. The catalyst is CN1CCCC1=O.CCCC[N+](CCCC)(CCCC)CCCC.[Br-].C([O-])(=O)C.[Pd+2].C([O-])(=O)C.C(C1C=C(C(C)(C)C)C=CC=1P(C1C=CC(C(C)(C)C)=CC=1C(C)(C)C)C1C=CC(C(C)(C)C)=CC=1C(C)(C)C)(C)(C)C. The product is [CH3:13][C:14]1[C:30]([C:2]2[S:6][C:5]([C:7]3[N:11]([CH3:12])[N:10]=[CH:9][N:8]=3)=[N:4][CH:3]=2)=[C:17]2[N:18]=[C:19]([CH3:29])[CH:20]=[C:21]([CH:22]([CH2:26][CH2:27][CH3:28])[CH2:23][CH2:24][CH3:25])[N:16]2[N:15]=1. The yield is 0.720.